From a dataset of NCI-60 drug combinations with 297,098 pairs across 59 cell lines. Regression. Given two drug SMILES strings and cell line genomic features, predict the synergy score measuring deviation from expected non-interaction effect. Drug 1: CC12CCC(CC1=CCC3C2CCC4(C3CC=C4C5=CN=CC=C5)C)O. Drug 2: CC1C(C(CC(O1)OC2CC(CC3=C2C(=C4C(=C3O)C(=O)C5=C(C4=O)C(=CC=C5)OC)O)(C(=O)CO)O)N)O.Cl. Cell line: DU-145. Synergy scores: CSS=33.2, Synergy_ZIP=0.861, Synergy_Bliss=0.169, Synergy_Loewe=-23.8, Synergy_HSA=-0.545.